From a dataset of Full USPTO retrosynthesis dataset with 1.9M reactions from patents (1976-2016). Predict the reactants needed to synthesize the given product. Given the product [CH3:13][S:10]([C:8]1[CH:9]=[C:4]([CH:3]=[O:2])[C:5]([O:14][CH3:15])=[N:6][CH:7]=1)(=[O:12])=[O:11], predict the reactants needed to synthesize it. The reactants are: C[O:2][CH:3](OC)[C:4]1[C:5]([O:14][CH3:15])=[N:6][CH:7]=[C:8]([S:10]([CH3:13])(=[O:12])=[O:11])[CH:9]=1.Cl.C(=O)([O-])[O-].[Na+].[Na+].